Dataset: Full USPTO retrosynthesis dataset with 1.9M reactions from patents (1976-2016). Task: Predict the reactants needed to synthesize the given product. (1) Given the product [Cl:1][C:2]1[CH:3]=[C:4]([C:10]2[C:11]([CH3:25])=[N:12][N:13]([CH2:16][C:17]3[O:21][C:20]([C:22]([NH:28][CH3:27])=[O:24])=[CH:19][CH:18]=3)[C:14]=2[CH3:15])[CH:5]=[CH:6][C:7]=1[C:8]#[N:9], predict the reactants needed to synthesize it. The reactants are: [Cl:1][C:2]1[CH:3]=[C:4]([C:10]2[C:11]([CH3:25])=[N:12][N:13]([CH2:16][C:17]3[O:21][C:20]([C:22]([OH:24])=O)=[CH:19][CH:18]=3)[C:14]=2[CH3:15])[CH:5]=[CH:6][C:7]=1[C:8]#[N:9].C[CH2:27][N:28]=C=NCCCN(C)C.C1C=CC2N(O)N=NC=2C=1.CN.C1COCC1.Cl. (2) Given the product [CH:1]1([C:7]2([CH3:15])[N:11]([CH3:12])[C:10](=[O:13])[N:9]([CH2:17][C:18](=[O:19])[C:20]3[CH:25]=[CH:24][CH:23]=[CH:22][CH:21]=3)[C:8]2=[O:14])[CH2:2][CH2:3][CH2:4][CH2:5][CH2:6]1, predict the reactants needed to synthesize it. The reactants are: [CH:1]1([C:7]2([CH3:15])[N:11]([CH3:12])[C:10](=[O:13])[NH:9][C:8]2=[O:14])[CH2:6][CH2:5][CH2:4][CH2:3][CH2:2]1.Br[CH2:17][C:18]([C:20]1[CH:25]=[CH:24][CH:23]=[CH:22][CH:21]=1)=[O:19]. (3) Given the product [F:23][C:20]1[CH:21]=[CH:22][C:12]2[N:11]=[C:10]([C@@H:8]([NH2:7])[CH3:9])[N:14]([CH2:15][CH2:16][O:17][CH3:18])[C:13]=2[C:19]=1[C:24]1[CH:29]=[CH:28][CH:27]=[CH:26][N:25]=1, predict the reactants needed to synthesize it. The reactants are: C(OC(=O)[NH:7][C@H:8]([C:10]1[N:14]([CH2:15][CH2:16][O:17][CH3:18])[C:13]2[C:19]([C:24]3[CH:29]=[CH:28][CH:27]=[CH:26][N:25]=3)=[C:20]([F:23])[CH:21]=[CH:22][C:12]=2[N:11]=1)[CH3:9])(C)(C)C. (4) Given the product [NH2:33][C:21]1[CH:20]=[C:19]([C:11]2[S:12][C:13]([C:14]3[NH:18][N:17]=[CH:16][CH:15]=3)=[C:9]([C:3]3[CH:4]=[CH:5][C:6]([Cl:8])=[CH:7][C:2]=3[Cl:1])[C:10]=2[C:26]#[N:27])[CH:24]=[CH:23][N:22]=1, predict the reactants needed to synthesize it. The reactants are: [Cl:1][C:2]1[CH:7]=[C:6]([Cl:8])[CH:5]=[CH:4][C:3]=1[C:9]1[C:10]([C:26]#[N:27])=[C:11]([C:19]2[CH:24]=[CH:23][N:22]=[C:21](F)[CH:20]=2)[S:12][C:13]=1[C:14]1[NH:18][N:17]=[CH:16][CH:15]=1.COC1C=C(OC)C=CC=1C[NH2:33].CCN(C(C)C)C(C)C.C(O)CCC.C(Cl)Cl.C(O)(C(F)(F)F)=O. (5) The reactants are: [Cl:1][C:2]1[CH:7]=[CH:6][C:5]([C:8]2([CH2:12][N:13]3[CH2:18][CH2:17][CH2:16][CH:15]([CH2:19][NH:20][C:21]4[CH:26]=[CH:25][CH:24]=[CH:23][CH:22]=4)[CH2:14]3)[CH2:11][CH2:10][CH2:9]2)=[CH:4][CH:3]=1.[CH:27]1([C:31](Cl)=[O:32])[CH2:30][CH2:29][CH2:28]1.C(N(C(C)C)CC)(C)C. Given the product [Cl:1][C:2]1[CH:3]=[CH:4][C:5]([C:8]2([CH2:12][N:13]3[CH2:18][CH2:17][CH2:16][CH:15]([CH2:19][N:20]([C:21]4[CH:22]=[CH:23][CH:24]=[CH:25][CH:26]=4)[C:31]([CH:27]4[CH2:30][CH2:29][CH2:28]4)=[O:32])[CH2:14]3)[CH2:9][CH2:10][CH2:11]2)=[CH:6][CH:7]=1, predict the reactants needed to synthesize it. (6) The reactants are: [Br:1][C:2]1[N:3]=[CH:4][C:5](=[O:18])[N:6]([CH2:8][CH2:9][O:10][Si](C(C)(C)C)(C)C)[CH:7]=1.Cl. Given the product [Br:1][C:2]1[N:3]=[CH:4][C:5](=[O:18])[N:6]([CH2:8][CH2:9][OH:10])[CH:7]=1, predict the reactants needed to synthesize it.